Regression. Given two drug SMILES strings and cell line genomic features, predict the synergy score measuring deviation from expected non-interaction effect. From a dataset of NCI-60 drug combinations with 297,098 pairs across 59 cell lines. (1) Drug 1: C1CC(=O)NC(=O)C1N2CC3=C(C2=O)C=CC=C3N. Drug 2: CCN(CC)CCCC(C)NC1=C2C=C(C=CC2=NC3=C1C=CC(=C3)Cl)OC. Cell line: HCC-2998. Synergy scores: CSS=42.9, Synergy_ZIP=3.82, Synergy_Bliss=0.837, Synergy_Loewe=-20.0, Synergy_HSA=0.558. (2) Drug 1: CC1CCC2CC(C(=CC=CC=CC(CC(C(=O)C(C(C(=CC(C(=O)CC(OC(=O)C3CCCCN3C(=O)C(=O)C1(O2)O)C(C)CC4CCC(C(C4)OC)O)C)C)O)OC)C)C)C)OC. Drug 2: CN(C(=O)NC(C=O)C(C(C(CO)O)O)O)N=O. Cell line: OVCAR3. Synergy scores: CSS=13.9, Synergy_ZIP=-2.54, Synergy_Bliss=-4.14, Synergy_Loewe=-91.4, Synergy_HSA=-8.48.